This data is from Reaction yield outcomes from USPTO patents with 853,638 reactions. The task is: Predict the reaction yield, written as a fraction of the theoretical maximum amount of product (1.0 means a 100% yield; for example, 0.34 means a 34% yield). (1) The reactants are [CH3:1][S:2]([C:5]1[CH:14]=[C:13]2[C:8]([CH:9]=[C:10]([N+:15]([O-])=O)[CH:11]=[N:12]2)=[CH:7][CH:6]=1)(=[O:4])=[O:3]. The catalyst is CCOC(C)=O.[Pd]. The product is [CH3:1][S:2]([C:5]1[CH:14]=[C:13]2[C:8]([CH:9]=[C:10]([NH2:15])[CH:11]=[N:12]2)=[CH:7][CH:6]=1)(=[O:4])=[O:3]. The yield is 0.300. (2) The product is [OH:37][C:9]1[CH:31]=[N:30][C:12]2[N:13]([CH2:22][O:23][CH2:24][CH2:25][Si:26]([CH3:27])([CH3:28])[CH3:29])[C:14]3[CH:19]=[N:18][C:17]([C:20]#[N:21])=[CH:16][C:15]=3[C:11]=2[CH:10]=1. The reactants are CC1(C)C(C)(C)OB([C:9]2[CH:31]=[N:30][C:12]3[N:13]([CH2:22][O:23][CH2:24][CH2:25][Si:26]([CH3:29])([CH3:28])[CH3:27])[C:14]4[CH:19]=[N:18][C:17]([C:20]#[N:21])=[CH:16][C:15]=4[C:11]=3[CH:10]=2)O1.C[N+]1([O-])CC[O:37]CC1. The catalyst is C1COCC1. The yield is 0.970. (3) The reactants are [C:1]([N:8]1[CH2:13][CH2:12][NH:11][CH2:10][CH2:9]1)([O:3][C:4]([CH3:7])([CH3:6])[CH3:5])=[O:2].[OH-].[Na+].[Cl:16][C:17]1[CH:25]=[CH:24][C:20]([C:21](Cl)=[O:22])=[CH:19][N:18]=1. The catalyst is C1COCC1. The product is [Cl:16][C:17]1[N:18]=[CH:19][C:20]([C:21]([N:11]2[CH2:10][CH2:9][N:8]([C:1]([O:3][C:4]([CH3:7])([CH3:6])[CH3:5])=[O:2])[CH2:13][CH2:12]2)=[O:22])=[CH:24][CH:25]=1. The yield is 0.700. (4) The reactants are [CH2:1]([O:3][C:4]([C:6]1[CH:7]=[C:8]2[C:13](=[CH:14][CH:15]=1)[NH:12][CH:11]([C:16]1[CH:21]=[C:20]([F:22])[CH:19]=[C:18](Br)[CH:17]=1)[C:10]([CH3:25])([CH3:24])[CH2:9]2)=[O:5])[CH3:2].[NH:26]1[CH2:30][CH2:29][CH2:28][CH2:27]1.[OH-].[K+].C(OCC)(=O)C. The catalyst is CS(C)=O.[Cu]I. The product is [CH2:1]([O:3][C:4]([C:6]1[CH:7]=[C:8]2[C:13](=[CH:14][CH:15]=1)[NH:12][CH:11]([C:16]1[CH:17]=[C:18]([N:26]3[CH2:30][CH2:29][CH2:28][CH2:27]3)[CH:19]=[C:20]([F:22])[CH:21]=1)[C:10]([CH3:25])([CH3:24])[CH2:9]2)=[O:5])[CH3:2]. The yield is 0.450.